Dataset: Catalyst prediction with 721,799 reactions and 888 catalyst types from USPTO. Task: Predict which catalyst facilitates the given reaction. (1) Reactant: P([O-])([O-])([O-])=O.[K+].[K+].[K+].[NH2:9][C:10]1[C:15]([C:16]2[CH:21]=[CH:20][C:19]([OH:22])=[CH:18][CH:17]=2)=[CH:14][CH:13]=[CH:12][N:11]=1.[Br:23][C:24]1[CH:29]=[CH:28][C:27](F)=[CH:26][C:25]=1[C:31]([F:34])([F:33])[F:32].O. Product: [Br:23][C:24]1[CH:29]=[CH:28][C:27]([O:22][C:19]2[CH:20]=[CH:21][C:16]([C:15]3[C:10]([NH2:9])=[N:11][CH:12]=[CH:13][CH:14]=3)=[CH:17][CH:18]=2)=[CH:26][C:25]=1[C:31]([F:32])([F:33])[F:34]. The catalyst class is: 197. (2) Reactant: Br[C:2]1[CH:7]=[CH:6][N:5]2[C:8]([C:11]([O:13][CH2:14][CH3:15])=[O:12])=[CH:9][N:10]=[C:4]2[CH:3]=1.C([Sn](CCCC)(CCCC)[C:21]([O:23]CC)=[CH2:22])CCC.C([O-])([O-])=O.[K+].[K+]. Product: [C:21]([C:2]1[CH:7]=[CH:6][N:5]2[C:8]([C:11]([O:13][CH2:14][CH3:15])=[O:12])=[CH:9][N:10]=[C:4]2[CH:3]=1)(=[O:23])[CH3:22]. The catalyst class is: 140. (3) Reactant: Cl[C:2]1[CH:3]=[CH:4][C:5]2[N:6]([C:8]([C:11]([NH:13][C:14]3[CH:19]=[CH:18][CH:17]=[C:16]([C:20]4[N:24]=[C:23]([CH:25]([CH3:27])[CH3:26])[O:22][N:21]=4)[CH:15]=3)=[O:12])=[CH:9][N:10]=2)[N:7]=1.[CH:28]1([NH2:35])[CH2:33][CH2:32][CH:31]([NH2:34])[CH2:30][CH2:29]1. Product: [NH2:34][C@H:31]1[CH2:32][CH2:33][C@H:28]([NH:35][C:2]2[CH:3]=[CH:4][C:5]3[N:6]([C:8]([C:11]([NH:13][C:14]4[CH:19]=[CH:18][CH:17]=[C:16]([C:20]5[N:24]=[C:23]([CH:25]([CH3:27])[CH3:26])[O:22][N:21]=5)[CH:15]=4)=[O:12])=[CH:9][N:10]=3)[N:7]=2)[CH2:29][CH2:30]1. The catalyst class is: 6. (4) Reactant: [NH2:1][C:2]1[CH:10]=[C:9]([O:11][CH3:12])[CH:8]=[C:7]([O:13][CH3:14])[C:3]=1[C:4]([NH2:6])=[O:5].[CH3:15][O:16][C:17]1[CH:18]=[CH:19][C:20]([CH:32]=O)=[N:21][C:22]=1[C:23]1[CH:28]=[CH:27][C:26]([S:29]([CH3:31])=[O:30])=[CH:25][CH:24]=1.OS([O-])=O.[Na+].O.C1(C)C=CC(S(O)(=O)=O)=CC=1. Product: [CH3:14][O:13][C:7]1[CH:8]=[C:9]([O:11][CH3:12])[CH:10]=[C:2]2[C:3]=1[C:4](=[O:5])[NH:6][C:32]([C:20]1[CH:19]=[CH:18][C:17]([O:16][CH3:15])=[C:22]([C:23]3[CH:28]=[CH:27][C:26]([S:29]([CH3:31])=[O:30])=[CH:25][CH:24]=3)[N:21]=1)=[N:1]2. The catalyst class is: 80.